This data is from Reaction yield outcomes from USPTO patents with 853,638 reactions. The task is: Predict the reaction yield, written as a fraction of the theoretical maximum amount of product (1.0 means a 100% yield; for example, 0.34 means a 34% yield). (1) The reactants are Cl[CH2:2][C:3]1[CH:8]=[CH:7][C:6]([C:9]2[S:17][C:16]3[C:11](=[N:12][CH:13]=[CH:14][C:15]=3[O:18][C:19]3[CH:24]=[CH:23][C:22]([N+:25]([O-:27])=[O:26])=[CH:21][C:20]=3[F:28])[CH:10]=2)=[CH:5][CH:4]=1.[NH:29]1[CH2:34][CH2:33][O:32][CH2:31][CH2:30]1. The catalyst is CN(C=O)C. The product is [F:28][C:20]1[CH:21]=[C:22]([N+:25]([O-:27])=[O:26])[CH:23]=[CH:24][C:19]=1[O:18][C:15]1[CH:14]=[CH:13][N:12]=[C:11]2[CH:10]=[C:9]([C:6]3[CH:7]=[CH:8][C:3]([CH2:2][N:29]4[CH2:34][CH2:33][O:32][CH2:31][CH2:30]4)=[CH:4][CH:5]=3)[S:17][C:16]=12. The yield is 0.940. (2) The reactants are [Cl:1][C:2]1[CH:11]=[C:10]2[C:5]([NH:6][C:7](=O)[C:8](=O)[N:9]2[CH:12]2[CH2:14][CH2:13]2)=[CH:4][C:3]=1[F:17].C(=O)(O)[O-].[Na+].C(OCC)(=O)C. The catalyst is O1CCCC1. The product is [Cl:1][C:2]1[CH:11]=[C:10]2[C:5]([NH:6][CH2:7][CH2:8][N:9]2[CH:12]2[CH2:13][CH2:14]2)=[CH:4][C:3]=1[F:17]. The yield is 0.610.